Dataset: Full USPTO retrosynthesis dataset with 1.9M reactions from patents (1976-2016). Task: Predict the reactants needed to synthesize the given product. (1) The reactants are: B.C1C[O:5]CC1.CC(=CC)C.[CH3:12][O:13][CH2:14][CH2:15][C:16]([CH3:25])([CH2:22][CH:23]=[CH2:24])[C:17]([O:19][CH2:20][CH3:21])=[O:18].P([O-])([O-])([O-])=O.OO. Given the product [OH:5][CH2:24][CH2:23][CH2:22][C:16]([CH2:15][CH2:14][O:13][CH3:12])([CH3:25])[C:17]([O:19][CH2:20][CH3:21])=[O:18], predict the reactants needed to synthesize it. (2) The reactants are: [Cl:1][C:2]1[C:3]([NH:25][C:26](=[O:36])[CH2:27][C@H:28]([C:30]2[CH:35]=[CH:34][CH:33]=[CH:32][CH:31]=2)[CH3:29])=[C:4]2[C:9](=[CH:10][CH:11]=1)[N:8]=[C:7]([CH2:12][CH2:13][CH2:14][N:15]([CH2:23][CH3:24])C(=O)OC(C)(C)C)[CH:6]=[CH:5]2.[ClH:37]. Given the product [ClH:1].[ClH:37].[Cl:1][C:2]1[C:3]([NH:25][C:26](=[O:36])[CH2:27][C@@H:28]([CH3:29])[C:30]2[CH:35]=[CH:34][CH:33]=[CH:32][CH:31]=2)=[C:4]2[C:9](=[CH:10][CH:11]=1)[N:8]=[C:7]([CH2:12][CH2:13][CH2:14][NH:15][CH2:23][CH3:24])[CH:6]=[CH:5]2, predict the reactants needed to synthesize it. (3) The reactants are: [C:1]([O:5][NH:6][C:7]([CH2:9][CH2:10][O:11][CH2:12][CH2:13][NH:14][C:15]1[N:16]=[N+:17]([O-:25])[C:18]2[CH:24]=[CH:23][CH:22]=[CH:21][C:19]=2[N:20]=1)=[O:8])([CH3:4])([CH3:3])[CH3:2].C([O:30]NC(CCCCCCNC1N=[N+]([O-])C2C=CC=CC=2N=1)=O)(C)(C)C. Given the product [C:1]([O:5][NH:6][C:7]([CH2:9][CH2:10][O:11][CH2:12][CH2:13][NH:14][C:15]1[N:16]=[N+:17]([O-:25])[C:18]2[CH:24]=[CH:23][CH:22]=[CH:21][C:19]=2[N+:20]=1[O-:30])=[O:8])([CH3:4])([CH3:2])[CH3:3], predict the reactants needed to synthesize it. (4) Given the product [Cl:30][C:27]1[CH:28]=[CH:29][C:24]([CH:8]2[C:5]3[N:6]([CH3:7])[C:2]([C:36]4[CH:35]=[N:34][C:33]([O:32][CH3:31])=[CH:38][CH:37]=4)=[N:3][C:4]=3[C:10](=[O:11])[N:9]2[C:12]2[CH:13]=[C:14]([O:22][CH3:23])[C:15]3[N:16]([C:18]([CH3:21])=[N:19][N:20]=3)[CH:17]=2)=[CH:25][CH:26]=1, predict the reactants needed to synthesize it. The reactants are: Br[C:2]1[N:6]([CH3:7])[C:5]2[CH:8]([C:24]3[CH:29]=[CH:28][C:27]([Cl:30])=[CH:26][CH:25]=3)[N:9]([C:12]3[CH:13]=[C:14]([O:22][CH3:23])[C:15]4[N:16]([C:18]([CH3:21])=[N:19][N:20]=4)[CH:17]=3)[C:10](=[O:11])[C:4]=2[N:3]=1.[CH3:31][O:32][C:33]1[CH:38]=[CH:37][C:36](B(O)O)=[CH:35][N:34]=1. (5) Given the product [F:35][C:2]([F:34])([F:1])[C:3]1[CH:4]=[C:5]([CH:27]=[C:28]([C:30]([F:33])([F:31])[F:32])[CH:29]=1)[C:6]([N:8]1[CH2:13][CH2:12][C@H:11]([N:14]2[CH2:15][CH2:16][N:17]([CH2:37][C:38]#[N:39])[CH2:18][CH2:19]2)[CH2:10][C@@H:9]1[CH2:20][C:21]1[CH:26]=[CH:25][CH:24]=[CH:23][CH:22]=1)=[O:7], predict the reactants needed to synthesize it. The reactants are: [F:1][C:2]([F:35])([F:34])[C:3]1[CH:4]=[C:5]([CH:27]=[C:28]([C:30]([F:33])([F:32])[F:31])[CH:29]=1)[C:6]([N:8]1[CH2:13][CH2:12][CH:11]([N:14]2[CH2:19][CH2:18][NH:17][CH2:16][CH2:15]2)[CH2:10][CH:9]1[CH2:20][C:21]1[CH:26]=[CH:25][CH:24]=[CH:23][CH:22]=1)=[O:7].Cl[CH2:37][C:38]#[N:39].C(=O)([O-])[O-].[Na+].[Na+].O.